Dataset: Retrosynthesis with 50K atom-mapped reactions and 10 reaction types from USPTO. Task: Predict the reactants needed to synthesize the given product. (1) Given the product COC(=O)c1ccc(OC2CCCCO2)cc1, predict the reactants needed to synthesize it. The reactants are: C1=COCCC1.COC(=O)c1ccc(O)cc1. (2) The reactants are: CC(N)c1cnccn1.Cc1ccc(-c2cc(C(=O)O)cc(-n3c(C)nnc3C(C)C)c2)cc1. Given the product Cc1ccc(-c2cc(C(=O)NC(C)c3cnccn3)cc(-n3c(C)nnc3C(C)C)c2)cc1, predict the reactants needed to synthesize it. (3) The reactants are: CCN1C(=O)CCC(C)(C)c2ccc(N)cc21.CN(C)c1ccc(Nc2nc(Cl)ncc2Cl)c(S(=O)(=O)N(C)C)c1. Given the product CCN1C(=O)CCC(C)(C)c2ccc(Nc3ncc(Cl)c(Nc4ccc(N(C)C)cc4S(=O)(=O)N(C)C)n3)cc21, predict the reactants needed to synthesize it. (4) Given the product CC(C)(C)OC(=O)N1CCC[C@@H]1COc1cccc(CO[Si](C)(C)C(C)(C)C)n1, predict the reactants needed to synthesize it. The reactants are: CC(C)(C)OC(=O)N1CCC[C@@H]1CO.CC(C)(C)[Si](C)(C)OCc1cccc(Br)n1.